From a dataset of Forward reaction prediction with 1.9M reactions from USPTO patents (1976-2016). Predict the product of the given reaction. Given the reactants [H-].[H-].[H-].[H-].[Li+].[Al+3].[O:7]1[CH2:12][CH2:11][CH:10]([C:13]2[CH:22]=[CH:21][C:16]([C:17](OC)=[O:18])=[CH:15][CH:14]=2)[CH2:9][CH2:8]1.O.[OH-].[K+], predict the reaction product. The product is: [O:7]1[CH2:12][CH2:11][CH:10]([C:13]2[CH:14]=[CH:15][C:16]([CH2:17][OH:18])=[CH:21][CH:22]=2)[CH2:9][CH2:8]1.